This data is from Catalyst prediction with 721,799 reactions and 888 catalyst types from USPTO. The task is: Predict which catalyst facilitates the given reaction. Reactant: [Br:1][C:2]1[CH:7]=[CH:6][C:5]([C@@H:8]([N:10]2[CH2:15][CH2:14][C@:13]([CH2:22][C:23](=[O:25])[CH3:24])([C:16]3[CH:21]=[CH:20][CH:19]=[CH:18][CH:17]=3)[O:12][C:11]2=[O:26])[CH3:9])=[CH:4][CH:3]=1.[CH3:27][Mg]Br. Product: [Br:1][C:2]1[CH:7]=[CH:6][C:5]([C@@H:8]([N:10]2[CH2:15][CH2:14][C@:13]([CH2:22][C:23]([OH:25])([CH3:27])[CH3:24])([C:16]3[CH:17]=[CH:18][CH:19]=[CH:20][CH:21]=3)[O:12][C:11]2=[O:26])[CH3:9])=[CH:4][CH:3]=1. The catalyst class is: 1.